From a dataset of Reaction yield outcomes from USPTO patents with 853,638 reactions. Predict the reaction yield, written as a fraction of the theoretical maximum amount of product (1.0 means a 100% yield; for example, 0.34 means a 34% yield). (1) The reactants are [CH2:1]([O:3][C:4]([C:6]1[CH:7]=[N:8][N:9]([C:11](=[NH:22])[NH:12][C:13]2[C:18]([Br:19])=[CH:17][C:16]([F:20])=[CH:15][C:14]=2Br)[CH:10]=1)=[O:5])[CH3:2].C([O-])([O-])=O.[Cs+].[Cs+].CN(C=O)C. The catalyst is CCOC(C)=O.[Cu]I. The product is [CH2:1]([O:3][C:4]([C:6]1[CH:7]=[N:8][N:9]([C:11]2[NH:22][C:14]3[CH:15]=[C:16]([F:20])[CH:17]=[C:18]([Br:19])[C:13]=3[N:12]=2)[CH:10]=1)=[O:5])[CH3:2]. The yield is 0.170. (2) The reactants are [C:1]([O:4][CH2:5][C:6]1[C:7]([N:21]2[N:30]=[CH:29][C:28]3[C:23](=[C:24]([F:35])[CH:25]=[C:26]([C:31]([CH3:34])([CH3:33])[CH3:32])[CH:27]=3)[C:22]2=[O:36])=[N:8][CH:9]=[CH:10][C:11]=1[C:12]1[CH:17]=[C:16](Br)[C:15](=[O:19])[N:14]([CH3:20])[CH:13]=1)(=[O:3])[CH3:2].[N:37]1[N:38]2[CH2:45][CH2:44][CH2:43][C:39]2=[CH:40][C:41]=1[NH2:42].C(=O)([O-])[O-].[Cs+].[Cs+].CC1(C)C2C(=C(P(C3C=CC=CC=3)C3C=CC=CC=3)C=CC=2)OC2C(P(C3C=CC=CC=3)C3C=CC=CC=3)=CC=CC1=2. The catalyst is C1C=CC(/C=C/C(/C=C/C2C=CC=CC=2)=O)=CC=1.C1C=CC(/C=C/C(/C=C/C2C=CC=CC=2)=O)=CC=1.C1C=CC(/C=C/C(/C=C/C2C=CC=CC=2)=O)=CC=1.[Pd].[Pd].O1CCOCC1. The product is [C:1]([O:4][CH2:5][C:6]1[C:7]([N:21]2[N:30]=[CH:29][C:28]3[C:23](=[C:24]([F:35])[CH:25]=[C:26]([C:31]([CH3:34])([CH3:33])[CH3:32])[CH:27]=3)[C:22]2=[O:36])=[N:8][CH:9]=[CH:10][C:11]=1[C:12]1[CH:17]=[C:16]([NH:42][C:41]2[CH:40]=[C:39]3[CH2:43][CH2:44][CH2:45][N:38]3[N:37]=2)[C:15](=[O:19])[N:14]([CH3:20])[CH:13]=1)(=[O:3])[CH3:2]. The yield is 0.420. (3) The reactants are [Si:1]([O:8][CH2:9][C@H:10]([OH:38])[CH2:11][NH:12][C:13]1[C:18]([F:19])=[CH:17][N:16]=[C:15]([C:20]2[CH:24]=[C:23]([C:25]3[CH:29]=[CH:28][O:27][N:26]=3)[N:22]([CH2:30][C:31]3[CH:36]=[CH:35][CH:34]=[CH:33][C:32]=3[F:37])[N:21]=2)[N:14]=1)([C:4]([CH3:7])([CH3:6])[CH3:5])([CH3:3])[CH3:2].CC1C=CC=C(C)N=1.Cl[C:48](Cl)([O:50]C(=O)OC(Cl)(Cl)Cl)Cl.C(=O)([O-])N. The catalyst is C1COCC1.C(OCC)(=O)C. The product is [Si:1]([O:8][CH2:9][C@@H:10]1[O:38][C:48](=[O:50])[N:12]([C:13]2[C:18]([F:19])=[CH:17][N:16]=[C:15]([C:20]3[CH:24]=[C:23]([C:25]4[CH:29]=[CH:28][O:27][N:26]=4)[N:22]([CH2:30][C:31]4[CH:36]=[CH:35][CH:34]=[CH:33][C:32]=4[F:37])[N:21]=3)[N:14]=2)[CH2:11]1)([C:4]([CH3:7])([CH3:6])[CH3:5])([CH3:2])[CH3:3]. The yield is 0.820. (4) The reactants are [C:1]1([CH2:7][N:8]2[C:18](=[O:19])[C:17]3[C:12](=[CH:13][CH:14]=[CH:15][CH:16]=3)[S:9]2(=[O:11])=[O:10])[CH:6]=[CH:5]C=CC=1.S1(C2C(=CC=CC=2)C(=O)N1)(=O)=O.[H-].[Na+].[O:34](CCCCBr)[C:35]1[CH:40]=[CH:39][CH:38]=[CH:37][CH:36]=1. The catalyst is CN(C=O)C. The product is [O:34]([CH2:5][CH2:6][CH2:1][CH2:7][N:8]1[C:18](=[O:19])[C:17]2[C:12](=[CH:13][CH:14]=[CH:15][CH:16]=2)[S:9]1(=[O:10])=[O:11])[C:35]1[CH:40]=[CH:39][CH:38]=[CH:37][CH:36]=1. The yield is 0.670. (5) The reactants are C[O:2][C:3](=[O:28])[CH:4]([C:12]1[CH:17]=[CH:16][C:15]([N:18]2[C:22]([C:23]([F:26])([F:25])[F:24])=[N:21][N:20]=[N:19]2)=[C:14]([Cl:27])[CH:13]=1)[CH2:5][CH:6]1[CH2:11][CH2:10][CH2:9][CH2:8][CH2:7]1.[OH-].[Na+]. The catalyst is C(O)C. The product is [Cl:27][C:14]1[CH:13]=[C:12]([CH:4]([CH2:5][CH:6]2[CH2:11][CH2:10][CH2:9][CH2:8][CH2:7]2)[C:3]([OH:28])=[O:2])[CH:17]=[CH:16][C:15]=1[N:18]1[C:22]([C:23]([F:26])([F:24])[F:25])=[N:21][N:20]=[N:19]1. The yield is 0.610. (6) The reactants are [Cl:1][C:2]1[C:3]2[CH:13]=[CH:12][C:11](=[O:14])[N:10]([C:15]3[CH:20]=[CH:19][C:18]([C:21]([F:24])([F:23])[F:22])=[CH:17][CH:16]=3)[C:4]=2[N:5]=[C:6]([S:8][CH3:9])[N:7]=1.C1C=C(Cl)C=C(C(OO)=[O:33])C=1. The catalyst is ClCCl. The product is [Cl:1][C:2]1[C:3]2[CH:13]=[CH:12][C:11](=[O:14])[N:10]([C:15]3[CH:20]=[CH:19][C:18]([C:21]([F:24])([F:22])[F:23])=[CH:17][CH:16]=3)[C:4]=2[N:5]=[C:6]([S:8]([CH3:9])=[O:33])[N:7]=1. The yield is 0.820. (7) The catalyst is C1COCC1. The product is [Br:13][C:14]1[CH:15]=[C:16]([CH3:21])[C:17]([F:20])=[C:18]([CH:19]=1)[CH:25]=[O:26]. The yield is 0.640. The reactants are C(NC(C)C)(C)C.C([Li])CCC.[Br:13][C:14]1[CH:19]=[CH:18][C:17]([F:20])=[C:16]([CH3:21])[CH:15]=1.CN([CH:25]=[O:26])C.